This data is from Forward reaction prediction with 1.9M reactions from USPTO patents (1976-2016). The task is: Predict the product of the given reaction. (1) Given the reactants [F:1][C:2]1[CH:7]=[CH:6][C:5]([N:8]2[C:11](=[O:12])[C@H:10]([S:13][CH2:14][CH:15]([C:17]3[CH:22]=[CH:21][C:20]([F:23])=[CH:19][CH:18]=3)[OH:16])[C@H:9]2[C:24]2[CH:48]=[CH:47][C:27]([O:28][CH2:29][C:30]([NH:32][CH2:33][C:34]([NH:36][C@H:37]([C:41]3[CH:46]=[CH:45][CH:44]=[CH:43][CH:42]=3)[C:38](O)=[O:39])=[O:35])=[O:31])=[CH:26][CH:25]=2)=[CH:4][CH:3]=1.C[N:50]1[CH2:55][CH2:54][O:53]CC1.CN(C([O:63]N1N=NC2C=CC=CC1=2)=[N+](C)C)C.[B-](F)(F)(F)F, predict the reaction product. The product is: [F:1][C:2]1[CH:7]=[CH:6][C:5]([N:8]2[C:11](=[O:12])[C@H:10]([S:13][CH2:14][CH:15]([C:17]3[CH:22]=[CH:21][C:20]([F:23])=[CH:19][CH:18]=3)[OH:16])[C@H:9]2[C:24]2[CH:48]=[CH:47][C:27]([O:28][CH2:29][C:30]([NH:32][CH2:33][C:34]([NH:36][C@H:37]([C:41]3[CH:42]=[CH:43][CH:44]=[CH:45][CH:46]=3)[C:38]([NH:50][CH2:55][C:54]([OH:63])=[O:53])=[O:39])=[O:35])=[O:31])=[CH:26][CH:25]=2)=[CH:4][CH:3]=1. (2) Given the reactants [NH2:1][C:2]1[C:3]([NH:12][CH3:13])=[C:4]([CH:9]=[CH:10][CH:11]=1)[C:5]([O:7][CH3:8])=[O:6].[C:14](N1C=CN=C1)(N1C=CN=C1)=[O:15], predict the reaction product. The product is: [CH3:13][N:12]1[C:3]2[C:4]([C:5]([O:7][CH3:8])=[O:6])=[CH:9][CH:10]=[CH:11][C:2]=2[NH:1][C:14]1=[O:15].